From a dataset of Full USPTO retrosynthesis dataset with 1.9M reactions from patents (1976-2016). Predict the reactants needed to synthesize the given product. (1) Given the product [F:18][C:19]1[CH:28]=[CH:27][C:26]([N:30]2[CH2:39][CH2:34][CH:33]([N:15]3[CH2:16][CH2:17][N:12]([C:9]4[CH:10]=[CH:11][CH:2]=[C:3]5[C:8]=4[N:7]=[CH:6][CH:5]=[CH:4]5)[CH2:13][CH2:14]3)[CH2:32][CH2:31]2)=[C:25]2[C:20]=1[CH:21]=[CH:22][CH:23]=[N:24]2, predict the reactants needed to synthesize it. The reactants are: F[C:2]1[CH:11]=[CH:10][C:9]([N:12]2[CH2:17][CH2:16][NH:15][CH2:14][CH2:13]2)=[C:8]2[C:3]=1[CH:4]=[CH:5][CH:6]=[N:7]2.[F:18][C:19]1[CH:28]=[CH:27][C:26](O)=[C:25]2[C:20]=1[CH:21]=[CH:22][CH:23]=[N:24]2.[N:30]1[C:39]2[C:34](=CC=CC=2N2CCC(=O)CC2)[CH:33]=[CH:32][CH:31]=1.C(O[BH-](OC(=O)C)OC(=O)C)(=O)C.[Na+]. (2) Given the product [OH:34][CH:35]1[CH2:38][N:37]([C:15]([N:13]2[CH2:14][CH:9]([C:5]3[CH:6]=[CH:7][CH:8]=[C:3]([C:2]([F:1])([F:31])[F:32])[CH:4]=3)[CH2:10][CH:11]([C:27]([O:29][CH3:30])=[O:28])[CH2:12]2)=[O:17])[CH2:36]1, predict the reactants needed to synthesize it. The reactants are: [F:1][C:2]([F:32])([F:31])[C:3]1[CH:4]=[C:5]([CH:9]2[CH2:14][N:13]([C:15]([O:17]C3C=CC([N+]([O-])=O)=CC=3)=O)[CH2:12][CH:11]([C:27]([O:29][CH3:30])=[O:28])[CH2:10]2)[CH:6]=[CH:7][CH:8]=1.Cl.[OH:34][CH:35]1[CH2:38][NH:37][CH2:36]1.C(=O)([O-])[O-].[K+].[K+]. (3) The reactants are: [I:1][CH3:2].[F:3][C:4]1[CH:5]=[C:6]([NH:18][C:19]([NH2:21])=[S:20])[CH:7]=[C:8]([O:16][CH3:17])[C:9]=1[N:10]1[CH:14]=[N:13][C:12]([CH3:15])=[N:11]1. Given the product [IH:1].[F:3][C:4]1[CH:5]=[C:6]([NH:18][C:19]([S:20][CH3:2])=[NH:21])[CH:7]=[C:8]([O:16][CH3:17])[C:9]=1[N:10]1[CH:14]=[N:13][C:12]([CH3:15])=[N:11]1, predict the reactants needed to synthesize it. (4) Given the product [Cl:23][C:19]1[C:20]([CH3:22])=[CH:21][C:16]([S:13]([N:8]2[CH2:9][CH2:10][CH2:11][CH2:12][CH:7]2[CH2:6][CH2:5][C:4]([OH:25])=[O:3])(=[O:14])=[O:15])=[C:17]([CH3:24])[CH:18]=1, predict the reactants needed to synthesize it. The reactants are: C([O:3][C:4](=[O:25])[CH2:5][CH2:6][CH:7]1[CH2:12][CH2:11][CH2:10][CH2:9][N:8]1[S:13]([C:16]1[CH:21]=[C:20]([CH3:22])[C:19]([Cl:23])=[CH:18][C:17]=1[CH3:24])(=[O:15])=[O:14])C.[OH-].[Li+]. (5) Given the product [CH3:35][N:36]([CH3:40])[CH2:37][CH2:38][NH:39][C:24]([C:19]1[NH:20][C:21]2[C:17]([C:18]=1[C:27]1[CH:28]=[CH:29][C:30]([O:33][CH3:34])=[CH:31][CH:32]=1)=[CH:16][C:15]([NH:14][S:11]([C:8]1[CH:9]=[CH:10][C:5]([C:1]([CH3:4])([CH3:3])[CH3:2])=[CH:6][CH:7]=1)(=[O:13])=[O:12])=[CH:23][CH:22]=2)=[O:26], predict the reactants needed to synthesize it. The reactants are: [C:1]([C:5]1[CH:10]=[CH:9][C:8]([S:11]([NH:14][C:15]2[CH:16]=[C:17]3[C:21](=[CH:22][CH:23]=2)[NH:20][C:19]([C:24]([OH:26])=O)=[C:18]3[C:27]2[CH:32]=[CH:31][C:30]([O:33][CH3:34])=[CH:29][CH:28]=2)(=[O:13])=[O:12])=[CH:7][CH:6]=1)([CH3:4])([CH3:3])[CH3:2].[CH3:35][N:36]([CH3:40])[CH2:37][CH2:38][NH2:39]. (6) Given the product [Cl:1][C:2]1[CH:7]=[C:6]([Cl:8])[CH:5]=[C:4]([CH3:9])[C:3]=1[NH:10][C:11]1[N:24]([CH2:25][CH2:26][OH:27])[C:15]2[C:16]([C:17]([O:19][CH3:20])=[O:18])=[CH:21][CH:22]=[CH:23][C:14]=2[N:13]=1, predict the reactants needed to synthesize it. The reactants are: [Cl:1][C:2]1[CH:7]=[C:6]([Cl:8])[CH:5]=[C:4]([CH3:9])[C:3]=1[NH:10][C:11]([NH:13][C:14]1[C:15]([NH:24][CH2:25][CH2:26][OH:27])=[C:16]([CH:21]=[CH:22][CH:23]=1)[C:17]([O:19][CH3:20])=[O:18])=S.Cl.C(N=C=NCCCN(C)C)C.C(N(CC)CC)C.O.